This data is from Catalyst prediction with 721,799 reactions and 888 catalyst types from USPTO. The task is: Predict which catalyst facilitates the given reaction. (1) Product: [O:14]=[C:15]([CH2:21][CH3:22])[C:16]([O:18][CH2:19][CH3:20])=[O:17]. The catalyst class is: 21. Reactant: CC(C)=O.OS(O)(=O)=O.O=[Cr](=O)=O.[OH:14][CH:15]([CH2:21][CH3:22])[C:16]([O:18][CH2:19][CH3:20])=[O:17]. (2) Reactant: Cl.[Cl:2][C:3]1[CH:9]=[CH:8][C:7]([O:10][CH3:11])=[CH:6][C:4]=1[NH2:5].C(#N)C.C1CCN2C(=NCCC2)CC1.Cl[C:27]1[C:28]([NH:37][S:38]([C:41]2[CH:46]=[CH:45][CH:44]=[C:43]([N+:47]([O-:49])=[O:48])[CH:42]=2)(=[O:40])=[O:39])=[N:29][C:30]2[C:35]([N:36]=1)=[CH:34][CH:33]=[CH:32][CH:31]=2. Product: [Cl:2][C:3]1[CH:9]=[CH:8][C:7]([O:10][CH3:11])=[CH:6][C:4]=1[NH:5][C:27]1[C:28]([NH:37][S:38]([C:41]2[CH:46]=[CH:45][CH:44]=[C:43]([N+:47]([O-:49])=[O:48])[CH:42]=2)(=[O:39])=[O:40])=[N:29][C:30]2[C:35]([N:36]=1)=[CH:34][CH:33]=[CH:32][CH:31]=2. The catalyst class is: 5.